The task is: Predict the reactants needed to synthesize the given product.. This data is from Full USPTO retrosynthesis dataset with 1.9M reactions from patents (1976-2016). (1) Given the product [CH2:18]([O:25][C:26](=[O:36])[NH:27][CH2:28][CH:29]1[CH2:34][CH2:33][CH2:32][CH:31]([NH:35][C:13]([C:12]2[C:8]([C:7]3[C:6]([Cl:17])=[CH:5][N:4]=[CH:3][C:2]=3[Cl:1])=[N:9][O:10][C:11]=2[CH3:16])=[O:15])[CH2:30]1)[C:19]1[CH:20]=[CH:21][CH:22]=[CH:23][CH:24]=1, predict the reactants needed to synthesize it. The reactants are: [Cl:1][C:2]1[CH:3]=[N:4][CH:5]=[C:6]([Cl:17])[C:7]=1[C:8]1[C:12]([C:13]([OH:15])=O)=[C:11]([CH3:16])[O:10][N:9]=1.[CH2:18]([O:25][C:26](=[O:36])[NH:27][CH2:28][CH:29]1[CH2:34][CH2:33][CH2:32][CH:31]([NH2:35])[CH2:30]1)[C:19]1[CH:24]=[CH:23][CH:22]=[CH:21][CH:20]=1.Cl.CN(C)CCCN=C=NCC.ON1C2N=CC=CC=2N=N1.C(N(CC)C(C)C)(C)C. (2) Given the product [CH2:1]([O:3][C:4](=[O:15])[C:5]1[CH:10]=[CH:9][C:8]([N+:11]([O-:13])=[O:12])=[C:7]([NH:17][CH3:16])[CH:6]=1)[CH3:2], predict the reactants needed to synthesize it. The reactants are: [CH2:1]([O:3][C:4](=[O:15])[C:5]1[CH:10]=[CH:9][C:8]([N+:11]([O-:13])=[O:12])=[C:7](F)[CH:6]=1)[CH3:2].[CH3:16][NH2:17].